The task is: Predict the product of the given reaction.. This data is from Forward reaction prediction with 1.9M reactions from USPTO patents (1976-2016). (1) The product is: [N:2]1([S:13]([C:11]2[CH:12]=[C:7]([Br:6])[C:8]([Cl:17])=[N:9][CH:10]=2)(=[O:15])=[O:14])[CH2:5][CH2:4][CH2:3]1. Given the reactants Cl.[NH:2]1[CH2:5][CH2:4][CH2:3]1.[Br:6][C:7]1[C:8]([Cl:17])=[N:9][CH:10]=[C:11]([S:13](Cl)(=[O:15])=[O:14])[CH:12]=1, predict the reaction product. (2) Given the reactants C([NH:8][C:9](=[O:29])[C:10]1[C:15]([C:16]2[CH:21]=[CH:20][CH:19]=[CH:18][C:17]=2[CH3:22])=[CH:14][C:13]([N:23]2[CH2:28][CH2:27][O:26][CH2:25][CH2:24]2)=[N:12][CH:11]=1)C1C=CC=CC=1.S(=O)(=O)(O)O.C(=O)([O-])[O-].[Na+].[Na+], predict the reaction product. The product is: [N:23]1([C:13]2[CH:14]=[C:15]([C:16]3[CH:21]=[CH:20][CH:19]=[CH:18][C:17]=3[CH3:22])[C:10]([C:9]([NH2:8])=[O:29])=[CH:11][N:12]=2)[CH2:24][CH2:25][O:26][CH2:27][CH2:28]1. (3) Given the reactants Br[CH2:2][CH2:3][CH2:4][CH2:5][N:6]1[CH2:11][C:10]2[CH:12]=[C:13]([F:16])[CH:14]=[CH:15][C:9]=2[N:8]([C:17]2[CH:22]=[CH:21][CH:20]=[CH:19][C:18]=2[F:23])[S:7]1(=[O:25])=[O:24].[CH:26]1([NH2:29])[CH2:28][CH2:27]1.Cl, predict the reaction product. The product is: [F:16][C:13]1[CH:14]=[CH:15][C:9]2[N:8]([C:17]3[CH:22]=[CH:21][CH:20]=[CH:19][C:18]=3[F:23])[S:7](=[O:25])(=[O:24])[N:6]([CH2:5][CH2:4][CH2:3][CH2:2][NH:29][CH:26]3[CH2:28][CH2:27]3)[CH2:11][C:10]=2[CH:12]=1. (4) The product is: [F:1][CH2:2][C@@H:3]1[CH2:11][C:10]2[C:5](=[CH:6][CH:7]=[CH:8][CH:9]=2)[N:4]1[C:14](=[O:15])[CH2:13][Cl:12]. Given the reactants [F:1][CH2:2][C@@H:3]1[CH2:11][C:10]2[C:5](=[CH:6][CH:7]=[CH:8][CH:9]=2)[NH:4]1.[Cl:12][CH2:13][C:14](Cl)=[O:15].C(N(CC)CC)C, predict the reaction product. (5) Given the reactants C(OC([N:8]1[CH2:12][CH2:11][C@H:10]([O:13][C:14]2[C:15]3[CH2:23][N:22]([CH2:24][C:25]4[CH:30]=[CH:29][CH:28]=[CH:27][CH:26]=4)[CH2:21][CH2:20][C:16]=3[N:17]=[CH:18][N:19]=2)[CH2:9]1)=O)(C)(C)C.C(O)(C(F)(F)F)=O, predict the reaction product. The product is: [CH2:24]([N:22]1[CH2:21][CH2:20][C:16]2[N:17]=[CH:18][N:19]=[C:14]([O:13][C@H:10]3[CH2:11][CH2:12][NH:8][CH2:9]3)[C:15]=2[CH2:23]1)[C:25]1[CH:30]=[CH:29][CH:28]=[CH:27][CH:26]=1. (6) Given the reactants [Br:1][C:2]1[CH:3]=[C:4]([CH:17]=[CH:18][CH:19]=1)[NH:5][C:6]1[C:7]2[CH:15]=[C:14](F)[N:13]=[CH:12][C:8]=2[N:9]=[CH:10][N:11]=1.[CH3:20][O-:21].[Na+], predict the reaction product. The product is: [Br:1][C:2]1[CH:3]=[C:4]([CH:17]=[CH:18][CH:19]=1)[NH:5][C:6]1[C:7]2[CH:15]=[C:14]([O:21][CH3:20])[N:13]=[CH:12][C:8]=2[N:9]=[CH:10][N:11]=1. (7) Given the reactants [Cl:1][C:2]1[CH:10]=[CH:9][C:5]([C:6](Cl)=[O:7])=[CH:4][CH:3]=1.N1C=CC=CC=1.[CH3:17][C@H:18]1[CH2:27][C@H:26]([NH:28][C:29]2[CH:34]=[CH:33][CH:32]=[CH:31][CH:30]=2)[C:25]2[C:20](=[CH:21][CH:22]=[CH:23][CH:24]=2)[NH:19]1, predict the reaction product. The product is: [NH:28]([CH:26]1[C:25]2[C:20](=[CH:21][CH:22]=[CH:23][CH:24]=2)[N:19]([C:6]([C:5]2[CH:9]=[CH:10][C:2]([Cl:1])=[CH:3][CH:4]=2)=[O:7])[CH:18]([CH3:17])[CH2:27]1)[C:29]1[CH:30]=[CH:31][CH:32]=[CH:33][CH:34]=1. (8) Given the reactants CS(O[CH2:6][C:7]#[C:8][C:9]1[CH:10]=[C:11]2[C:16](=[CH:17][CH:18]=1)[N:15]=[CH:14][N:13]=[C:12]2[NH:19][C:20]1[CH:25]=[CH:24][C:23]([O:26][CH2:27][C:28]2[CH:33]=[CH:32][CH:31]=[C:30]([F:34])[CH:29]=2)=[C:22]([Cl:35])[CH:21]=1)(=O)=O.CCN(C(C)C)C(C)C.[CH3:45][P:46]([CH3:51])([CH2:48][CH2:49][NH2:50])=[O:47], predict the reaction product. The product is: [CH3:45][P:46]([CH3:51])([CH2:48][CH2:49][NH:50][CH2:6][C:7]#[C:8][C:9]1[CH:10]=[C:11]2[C:16](=[CH:17][CH:18]=1)[N:15]=[CH:14][N:13]=[C:12]2[NH:19][C:20]1[CH:25]=[CH:24][C:23]([O:26][CH2:27][C:28]2[CH:33]=[CH:32][CH:31]=[C:30]([F:34])[CH:29]=2)=[C:22]([Cl:35])[CH:21]=1)=[O:47]. (9) Given the reactants CN(C)CCCNC(C1C=C(C2C=CC(CSCCOC3C=CC=CC=3)=CC=2)C=CC=1)=O.[O:33]([CH2:40][CH2:41][S:42][CH2:43][C:44]1[CH:45]=[C:46]([C:50]2[C:51]([C:56]([OH:58])=O)=[CH:52][CH:53]=[CH:54][CH:55]=2)[CH:47]=[CH:48][CH:49]=1)[C:34]1[CH:39]=[CH:38][CH:37]=[CH:36][CH:35]=1.[CH3:59][N:60]([CH3:66])[CH2:61][CH2:62][CH2:63][CH2:64][NH2:65], predict the reaction product. The product is: [CH3:59][N:60]([CH3:66])[CH2:61][CH2:62][CH2:63][CH2:64][NH:65][C:56]([C:51]1[C:50]([C:46]2[CH:47]=[CH:48][CH:49]=[C:44]([CH2:43][S:42][CH2:41][CH2:40][O:33][C:34]3[CH:39]=[CH:38][CH:37]=[CH:36][CH:35]=3)[CH:45]=2)=[CH:55][CH:54]=[CH:53][CH:52]=1)=[O:58].